This data is from Peptide-MHC class I binding affinity with 185,985 pairs from IEDB/IMGT. The task is: Regression. Given a peptide amino acid sequence and an MHC pseudo amino acid sequence, predict their binding affinity value. This is MHC class I binding data. (1) The peptide sequence is VVVSSCTRM. The MHC is Mamu-A01 with pseudo-sequence Mamu-A01. The binding affinity (normalized) is 0.342. (2) The peptide sequence is SAVYFKAKWL. The MHC is HLA-A68:02 with pseudo-sequence HLA-A68:02. The binding affinity (normalized) is 0.393. (3) The peptide sequence is RAAHRAGHL. The MHC is HLA-B07:02 with pseudo-sequence HLA-B07:02. The binding affinity (normalized) is 0.674. (4) The peptide sequence is NLFDIPLLTV. The MHC is HLA-A11:01 with pseudo-sequence HLA-A11:01. The binding affinity (normalized) is 0. (5) The binding affinity (normalized) is 1.00. The peptide sequence is LLLLNTRQLK. The MHC is HLA-A11:01 with pseudo-sequence HLA-A11:01. (6) The peptide sequence is REVSTAAVT. The MHC is HLA-B40:01 with pseudo-sequence HLA-B40:01. The binding affinity (normalized) is 0.564.